From a dataset of Catalyst prediction with 721,799 reactions and 888 catalyst types from USPTO. Predict which catalyst facilitates the given reaction. (1) Reactant: [NH:1]1[C:9]2[C:4](=[N:5][CH:6]=[CH:7][CH:8]=2)[C:3]([CH2:10][C@H:11]2[CH2:15][CH2:14][CH2:13][N:12]2[C:16](OC(C)(C)C)=O)=[CH:2]1.[H-].[Al+3].[Li+].[H-].[H-].[H-]. Product: [CH3:16][N:12]1[CH2:13][CH2:14][CH2:15][C@@H:11]1[CH2:10][C:3]1[C:4]2=[N:5][CH:6]=[CH:7][CH:8]=[C:9]2[NH:1][CH:2]=1. The catalyst class is: 7. (2) Reactant: [CH:1]1([C:4]2[CH:26]=[N:25][C:7]3[N:8]([C:13]([O:15]C4C=CC([N+]([O-])=O)=CC=4)=O)[CH2:9][C:10](=[O:12])[NH:11][C:6]=3[CH:5]=2)[CH2:3][CH2:2]1.Cl.[NH2:28][CH:29]([C:34]1[CH:39]=[CH:38][C:37]([O:40][C:41]([F:44])([F:43])[F:42])=[C:36]([F:45])[CH:35]=1)[C:30]([CH3:33])([OH:32])[CH3:31].C(N(CC)CC)C.O. Product: [CH:1]1([C:4]2[CH:26]=[N:25][C:7]3[N:8]([C:13]([NH:28][CH:29]([C:34]4[CH:39]=[CH:38][C:37]([O:40][C:41]([F:42])([F:43])[F:44])=[C:36]([F:45])[CH:35]=4)[C:30]([OH:32])([CH3:33])[CH3:31])=[O:15])[CH2:9][C:10](=[O:12])[NH:11][C:6]=3[CH:5]=2)[CH2:2][CH2:3]1. The catalyst class is: 9.